The task is: Predict which catalyst facilitates the given reaction.. This data is from Catalyst prediction with 721,799 reactions and 888 catalyst types from USPTO. Reactant: [N+:1]([C:4]1[CH:18]=[CH:17][C:7]([O:8][C:9]2[N:14]=[CH:13][C:12]([CH2:15][OH:16])=[CH:11][CH:10]=2)=[CH:6][CH:5]=1)([O-:3])=[O:2].C(N(CC)CC)C.[CH3:26][S:27](Cl)(=[O:29])=[O:28]. Product: [N+:1]([C:4]1[CH:18]=[CH:17][C:7]([O:8][C:9]2[N:14]=[CH:13][C:12]([CH2:15][O:16][S:27]([CH3:26])(=[O:29])=[O:28])=[CH:11][CH:10]=2)=[CH:6][CH:5]=1)([O-:3])=[O:2]. The catalyst class is: 4.